From a dataset of Catalyst prediction with 721,799 reactions and 888 catalyst types from USPTO. Predict which catalyst facilitates the given reaction. (1) Reactant: [F:1][C:2]1[CH:3]=[CH:4][C:5]([OH:11])=[C:6]([CH:10]=1)[C:7]([OH:9])=[O:8].Cl.CN(C)[CH2:15][CH2:16]CN=C=N.O.ON1C2C=CC=CC=2N=N1.C(O)C. Product: [F:1][C:2]1[CH:10]=[C:6]([C:7]([O:9][CH2:15][CH3:16])=[O:8])[C:5]([OH:11])=[CH:4][CH:3]=1. The catalyst class is: 35. (2) Reactant: [N:1]12[CH2:8][CH2:7][C:4]([CH2:9][NH2:10])([CH2:5][CH2:6]1)[CH2:3][CH2:2]2.[CH:11]([C:13]1[C:21]2[C:20]([C:22]([O:24][CH3:25])=[O:23])=[CH:19][CH:18]=[CH:17][C:16]=2[NH:15][N:14]=1)=O.C(O)(=O)C.C(O[BH-](OC(=O)C)OC(=O)C)(=O)C.[Na+]. Product: [N:1]12[CH2:8][CH2:7][C:4]([CH2:9][NH:10][CH2:11][C:13]3[C:21]4[C:20]([C:22]([O:24][CH3:25])=[O:23])=[CH:19][CH:18]=[CH:17][C:16]=4[NH:15][N:14]=3)([CH2:5][CH2:6]1)[CH2:3][CH2:2]2. The catalyst class is: 12. (3) Reactant: [N:1]([CH:4]1[CH2:7][N:6]([CH:8]([C:15]2[CH:20]=[CH:19][CH:18]=[CH:17][CH:16]=2)[C:9]2[CH:14]=[CH:13][CH:12]=[CH:11][CH:10]=2)[CH2:5]1)=[N+]=[N-].[H][H]. Product: [NH2:1][CH:4]1[CH2:7][N:6]([CH:8]([C:9]2[CH:14]=[CH:13][CH:12]=[CH:11][CH:10]=2)[C:15]2[CH:20]=[CH:19][CH:18]=[CH:17][CH:16]=2)[CH2:5]1. The catalyst class is: 586. (4) Reactant: [NH2:1][C:2]1[C:3]([O:12][CH2:13][CH3:14])=[CH:4][C:5]([Cl:11])=[C:6]([CH:10]=1)[C:7]([O-:9])=[O:8].[K+].[N:16]([O-])=O.[Na+].[Sn](Cl)Cl. Product: [Cl:11][C:5]1[CH:4]=[C:3]([O:12][CH2:13][CH3:14])[C:2]([NH:1][NH2:16])=[CH:10][C:6]=1[C:7]([OH:9])=[O:8]. The catalyst class is: 126. (5) Reactant: C[O:2][C:3](=[O:34])[CH2:4][CH2:5][C:6]1[CH:11]=[CH:10][C:9]([O:12][CH2:13][CH2:14][C:15]2[N:16]=[C:17]([C:21]3[CH:22]=[N:23][C:24]([C:27]4[CH:32]=[CH:31][CH:30]=[CH:29][CH:28]=4)=[CH:25][CH:26]=3)[O:18][C:19]=2[CH3:20])=[CH:8][C:7]=1[CH3:33].[OH-].[Na+]. Product: [CH3:33][C:7]1[CH:8]=[C:9]([O:12][CH2:13][CH2:14][C:15]2[N:16]=[C:17]([C:21]3[CH:22]=[N:23][C:24]([C:27]4[CH:32]=[CH:31][CH:30]=[CH:29][CH:28]=4)=[CH:25][CH:26]=3)[O:18][C:19]=2[CH3:20])[CH:10]=[CH:11][C:6]=1[CH2:5][CH2:4][C:3]([OH:34])=[O:2]. The catalyst class is: 8. (6) Reactant: [CH:1]12[CH2:7][CH:4]([CH:5]=[CH:6]1)[CH2:3][CH:2]2[CH2:8]O.C(N(CC)CC)C.[Cl-].[C:18]([O:21]CC)(=[O:20])[CH3:19]. Product: [CH:1]12[CH2:7][CH:4]([CH:3]=[CH:2]1)[CH2:5][CH2:6]2.[CH3:8][C:2]1[CH:3]=[CH:4][CH:5]=[CH:6][C:1]=1[CH:7]=[CH:19][C:18]([O-:21])=[O:20]. The catalyst class is: 1.